The task is: Regression. Given two drug SMILES strings and cell line genomic features, predict the synergy score measuring deviation from expected non-interaction effect.. This data is from NCI-60 drug combinations with 297,098 pairs across 59 cell lines. Drug 1: C1C(C(OC1N2C=C(C(=O)NC2=O)F)CO)O. Drug 2: C1CC(=O)NC(=O)C1N2C(=O)C3=CC=CC=C3C2=O. Cell line: MDA-MB-231. Synergy scores: CSS=0.456, Synergy_ZIP=-0.886, Synergy_Bliss=0.762, Synergy_Loewe=-6.89, Synergy_HSA=-1.19.